Dataset: Peptide-MHC class II binding affinity with 134,281 pairs from IEDB. Task: Regression. Given a peptide amino acid sequence and an MHC pseudo amino acid sequence, predict their binding affinity value. This is MHC class II binding data. The peptide sequence is VVLFAVFLGSAYGIP. The MHC is DRB1_0802 with pseudo-sequence DRB1_0802. The binding affinity (normalized) is 0.563.